This data is from Catalyst prediction with 721,799 reactions and 888 catalyst types from USPTO. The task is: Predict which catalyst facilitates the given reaction. (1) Reactant: [CH2:1]([O:8][CH:9]([CH2:20][N:21](C(OC(C)(C)C)=O)[CH3:22])[CH2:10][N:11](C(OC(C)(C)C)=O)[CH3:12])[C:2]1[CH:7]=[CH:6][CH:5]=[CH:4][CH:3]=1.Cl.C(OCC)(=O)C.N.CO. Product: [CH2:1]([O:8][CH:9]([CH2:20][NH:21][CH3:22])[CH2:10][NH:11][CH3:12])[C:2]1[CH:7]=[CH:6][CH:5]=[CH:4][CH:3]=1. The catalyst class is: 2. (2) Reactant: Br[C:2]1[C:3]2[N:4]([C:9]([C:19]3[CH:24]=[CH:23][N:22]=[C:21]([OH:25])[N:20]=3)=[C:10]([C:12]3[CH:17]=[CH:16][CH:15]=[C:14]([CH3:18])[N:13]=3)[N:11]=2)[CH:5]=[C:6]([CH3:8])[CH:7]=1.[N:26]1[CH:31]=[CH:30][CH:29]=[C:28]([CH2:32][CH2:33][NH2:34])[CH:27]=1.CC([O-])(C)C.[Na+].C1(P(C2CCCCC2)C2C=CC=CC=2C2C=CC=CC=2N(C)C)CCCCC1. Product: [CH3:8][C:6]1[CH:7]=[C:2]([NH:34][CH2:33][CH2:32][C:28]2[CH:27]=[N:26][CH:31]=[CH:30][CH:29]=2)[C:3]2[N:4]([C:9]([C:19]3[CH:24]=[CH:23][N:22]=[C:21]([OH:25])[N:20]=3)=[C:10]([C:12]3[CH:17]=[CH:16][CH:15]=[C:14]([CH3:18])[N:13]=3)[N:11]=2)[CH:5]=1. The catalyst class is: 231. (3) Reactant: [Br:1]N1C(=O)CCC1=O.[CH3:9][C:10]1([CH3:19])[CH2:16][NH:15][C:14](=[O:17])[CH2:13][C:12](=[O:18])[CH2:11]1.OS([O-])(=O)=O.[Na+].C([O-])(O)=O.[Na+]. Product: [Br:1][CH:13]1[C:12](=[O:18])[CH2:11][C:10]([CH3:19])([CH3:9])[CH2:16][NH:15][C:14]1=[O:17]. The catalyst class is: 1. (4) Reactant: [CH:1]1[C:2]([C:10]([O:12][CH2:13][CH3:14])=[O:11])=[CH:3][N:4]2[C:9]=1[CH:8]=[CH:7][CH:6]=[CH:5]2.[Cl:15]N1C(=O)CCC1=O. Product: [Cl:15][C:3]1[N:4]2[C:9]([CH:8]=[CH:7][CH:6]=[CH:5]2)=[CH:1][C:2]=1[C:10]([O:12][CH2:13][CH3:14])=[O:11]. The catalyst class is: 23. (5) Reactant: O[Li].O.C[O:5][C:6](=[O:23])[C:7]1[CH:12]=[CH:11][C:10]([O:13][CH3:14])=[C:9]([O:15][CH2:16][CH2:17][CH:18]2[CH2:22][CH2:21][CH2:20][O:19]2)[CH:8]=1.Cl. Product: [CH3:14][O:13][C:10]1[CH:11]=[CH:12][C:7]([C:6]([OH:23])=[O:5])=[CH:8][C:9]=1[O:15][CH2:16][CH2:17][CH:18]1[CH2:22][CH2:21][CH2:20][O:19]1. The catalyst class is: 5.